Dataset: Forward reaction prediction with 1.9M reactions from USPTO patents (1976-2016). Task: Predict the product of the given reaction. (1) The product is: [F:19][C:16]([F:17])([F:18])[C:13]1[CH:14]=[CH:15][C:10]([C:5]2[CH:4]=[C:3]3[C:8](=[CH:7][CH:6]=2)[NH:9][C:21](=[O:23])[NH:1][CH2:2]3)=[CH:11][CH:12]=1. Given the reactants [NH2:1][CH2:2][C:3]1[CH:4]=[C:5]([C:10]2[CH:15]=[CH:14][C:13]([C:16]([F:19])([F:18])[F:17])=[CH:12][CH:11]=2)[CH:6]=[CH:7][C:8]=1[NH2:9].Cl[C:21](Cl)([O:23]C(=O)OC(Cl)(Cl)Cl)Cl.C(=O)([O-])O.[Na+], predict the reaction product. (2) Given the reactants [Cl:1][C:2]1[CH:7]=[CH:6][C:5]([C:8]2[CH:13]=[CH:12][C:11]([CH:14]=O)=[CH:10][CH:9]=2)=[CH:4][CH:3]=1.[C@@H:16]1([NH2:26])[C:25]2[C:20](=[CH:21][CH:22]=[CH:23][CH:24]=2)[CH2:19][CH2:18][CH2:17]1, predict the reaction product. The product is: [Cl:1][C:2]1[CH:7]=[CH:6][C:5]([C:8]2[CH:13]=[CH:12][C:11]([CH2:14][NH:26][C@@H:16]3[C:25]4[C:20](=[CH:21][CH:22]=[CH:23][CH:24]=4)[CH2:19][CH2:18][CH2:17]3)=[CH:10][CH:9]=2)=[CH:4][CH:3]=1. (3) Given the reactants Cl.[CH3:2][O:3][C:4]1[CH:5]=[C:6]([CH2:14][CH2:15][NH2:16])[CH:7]=[CH:8][C:9]=1[O:10][CH2:11][C:12]#[CH:13].C(N(CC)C(C)C)(C)C.[Cl:26][C:27]1[CH:39]=[CH:38][C:30]([O:31][CH2:32][CH:33]([OH:37])[C:34](O)=[O:35])=[CH:29][CH:28]=1.F[P-](F)(F)(F)(F)F.N1(O[P+](N(C)C)(N(C)C)N(C)C)C2C=CC=CC=2N=N1, predict the reaction product. The product is: [Cl:26][C:27]1[CH:28]=[CH:29][C:30]([O:31][CH2:32][CH:33]([OH:37])[C:34]([NH:16][CH2:15][CH2:14][C:6]2[CH:7]=[CH:8][C:9]([O:10][CH2:11][C:12]#[CH:13])=[C:4]([O:3][CH3:2])[CH:5]=2)=[O:35])=[CH:38][CH:39]=1. (4) Given the reactants Cl[C:2]1[CH:7]=[CH:6][CH:5]=[CH:4][C:3]=1[C:8]1[CH:13]=[N:12][CH:11]=[CH:10][N:9]=1.[F:14][C:15]1[CH:20]=[C:19](B2OC(C)(C)C(C)(C)O2)[CH:18]=[CH:17][C:16]=1[C:30]1[N:31]=[CH:32][C:33]([NH2:36])=[N:34][CH:35]=1, predict the reaction product. The product is: [F:14][C:15]1[CH:20]=[C:19]([C:2]2[CH:7]=[CH:6][CH:5]=[CH:4][C:3]=2[C:8]2[CH:13]=[N:12][CH:11]=[CH:10][N:9]=2)[CH:18]=[CH:17][C:16]=1[C:30]1[N:31]=[CH:32][C:33]([NH2:36])=[N:34][CH:35]=1. (5) Given the reactants [CH2:1]([O:4][CH3:5])[C:2]#[CH:3].[Cl:6][C:7]1[CH:15]=[CH:14][C:10]([C:11]([OH:13])=[O:12])=[CH:9][C:8]=1I, predict the reaction product. The product is: [Cl:6][C:7]1[CH:15]=[CH:14][C:10]([C:11]([OH:13])=[O:12])=[CH:9][C:8]=1[C:3]#[C:2][CH2:1][O:4][CH3:5].